This data is from Forward reaction prediction with 1.9M reactions from USPTO patents (1976-2016). The task is: Predict the product of the given reaction. (1) Given the reactants [CH3:1][CH:2]1[CH2:7][C:6](=[O:8])[CH2:5][C:4](=[O:9])[CH2:3]1.C(N(CC)CC)C.[C:17](Cl)(=[O:19])[CH3:18], predict the reaction product. The product is: [C:17]([O:8][C:6]1[CH2:7][CH:2]([CH3:1])[CH2:3][C:4](=[O:9])[CH:5]=1)(=[O:19])[CH3:18]. (2) Given the reactants Br[C:2]1[CH:7]=[CH:6][C:5]([NH:8][C:9]2[S:10][C:11]3[CH:17]=[C:16]([F:18])[CH:15]=[CH:14][C:12]=3[N:13]=2)=[C:4]([F:19])[CH:3]=1.[F:20][C:21]1[CH:22]=[C:23](B(O)O)[CH:24]=[CH:25][C:26]=1[C:27]([O:29]C)=[O:28], predict the reaction product. The product is: [F:20][C:21]1[CH:22]=[C:23]([C:2]2[CH:7]=[CH:6][C:5]([NH:8][C:9]3[S:10][C:11]4[CH:17]=[C:16]([F:18])[CH:15]=[CH:14][C:12]=4[N:13]=3)=[C:4]([F:19])[CH:3]=2)[CH:24]=[CH:25][C:26]=1[C:27]([OH:29])=[O:28]. (3) Given the reactants C(OC([CH2:11][NH:12][CH2:13][CH2:14][C:15]1[CH:20]=[CH:19][C:18]([C:21]2[N:22]([C:26]([O:28][C:29]([CH3:32])([CH3:31])[CH3:30])=[O:27])[CH2:23][CH2:24][N:25]=2)=[CH:17][CH:16]=1)=O)C1C=CC=CC=1, predict the reaction product. The product is: [CH3:11][NH:12][CH2:13][CH2:14][C:15]1[CH:16]=[CH:17][C:18]([C:21]2[N:22]([C:26]([O:28][C:29]([CH3:32])([CH3:31])[CH3:30])=[O:27])[CH2:23][CH2:24][N:25]=2)=[CH:19][CH:20]=1. (4) Given the reactants C([O:5][C:6](=[O:21])[CH2:7][C:8](=[O:20])[CH2:9][CH:10](O)[CH2:11][CH2:12][C:13]1[CH:18]=[CH:17][CH:16]=[CH:15][CH:14]=1)(C)(C)C.C(O)(C(F)(F)F)=O, predict the reaction product. The product is: [CH2:11]([CH:10]1[O:21][C:6](=[O:5])[CH2:7][C:8](=[O:20])[CH2:9]1)[CH2:12][C:13]1[CH:14]=[CH:15][CH:16]=[CH:17][CH:18]=1.